Task: Predict which catalyst facilitates the given reaction.. Dataset: Catalyst prediction with 721,799 reactions and 888 catalyst types from USPTO (1) Reactant: [Cl:1][C:2]1[C:3]([F:31])=[C:4]([C@@H:8]2[C@:12]([C:15]3[CH:20]=[CH:19][C:18]([Cl:21])=[CH:17][C:16]=3[F:22])([C:13]#[N:14])[C@H:11]([CH2:23][C:24]([CH3:27])([CH3:26])[CH3:25])[NH:10][C@H:9]2[C:28](O)=[O:29])[CH:5]=[CH:6][CH:7]=1.CN(C(ON1N=NC2C=CC=NC1=2)=[N+](C)C)C.F[P-](F)(F)(F)(F)F.[CH3:56][O:57][C:58](=[O:67])[C:59]1[CH:64]=[CH:63][C:62]([NH2:65])=[CH:61][C:60]=1[F:66].C(N(C(C)C)CC)(C)C. Product: [CH3:56][O:57][C:58](=[O:67])[C:59]1[CH:64]=[CH:63][C:62]([NH:65][C:28]([C@H:9]2[C@H:8]([C:4]3[CH:5]=[CH:6][CH:7]=[C:2]([Cl:1])[C:3]=3[F:31])[C@:12]([C:15]3[CH:20]=[CH:19][C:18]([Cl:21])=[CH:17][C:16]=3[F:22])([C:13]#[N:14])[C@H:11]([CH2:23][C:24]([CH3:26])([CH3:25])[CH3:27])[NH:10]2)=[O:29])=[CH:61][C:60]=1[F:66]. The catalyst class is: 2. (2) Reactant: C[O:2][C:3]([C:5]1[C:13]2[N:12]=[C:11]([C:14]3[CH:19]=[CH:18][CH:17]=[CH:16][C:15]=3[C:20]([F:23])([F:22])[F:21])[NH:10][C:9]=2[CH:8]=[C:7]([N:24]2[CH2:29][CH2:28][O:27][CH2:26][CH2:25]2)[CH:6]=1)=[O:4].Cl. Product: [N:24]1([C:7]2[CH:6]=[C:5]([C:3]([OH:4])=[O:2])[C:13]3[N:12]=[C:11]([C:14]4[CH:19]=[CH:18][CH:17]=[CH:16][C:15]=4[C:20]([F:21])([F:23])[F:22])[NH:10][C:9]=3[CH:8]=2)[CH2:25][CH2:26][O:27][CH2:28][CH2:29]1. The catalyst class is: 74. (3) Reactant: [C:1]([O:5][C:6](=[O:35])[NH:7][C:8]1([C:12]2[CH:17]=[CH:16][C:15]([C:18]3[C:19]([C:29]4[CH:34]=[CH:33][CH:32]=[CH:31][CH:30]=4)=[CH:20][C:21]4[NH:26][C:25](=[O:27])[CH2:24][O:23][C:22]=4[N:28]=3)=[CH:14][CH:13]=2)[CH2:11][CH2:10][CH2:9]1)([CH3:4])([CH3:3])[CH3:2].[H-].[Na+].Cl.Cl[CH2:40][CH2:41][N:42]([CH3:44])[CH3:43].O. Product: [C:1]([O:5][C:6](=[O:35])[NH:7][C:8]1([C:12]2[CH:13]=[CH:14][C:15]([C:18]3[C:19]([C:29]4[CH:30]=[CH:31][CH:32]=[CH:33][CH:34]=4)=[CH:20][C:21]4[N:26]([CH2:40][CH2:41][N:42]([CH3:44])[CH3:43])[C:25](=[O:27])[CH2:24][O:23][C:22]=4[N:28]=3)=[CH:16][CH:17]=2)[CH2:11][CH2:10][CH2:9]1)([CH3:4])([CH3:2])[CH3:3]. The catalyst class is: 3. (4) Reactant: [C:1]1([C:7](Cl)([C:14]2[CH:19]=[CH:18][CH:17]=[CH:16][CH:15]=2)[C:8]2[CH:13]=[CH:12][CH:11]=[CH:10][CH:9]=2)[CH:6]=[CH:5][CH:4]=[CH:3][CH:2]=1.[CH3:21][C:22]1[CH:27]=[CH:26][CH:25]=[CH:24][C:23]=1[C:28]1[NH:32][N:31]=[N:30][N:29]=1. Product: [C:22]1([CH3:21])[CH:27]=[CH:26][CH:25]=[CH:24][C:23]=1[C:28]1[N:32]([C:7]([C:14]2[CH:19]=[CH:18][CH:17]=[CH:16][CH:15]=2)([C:8]2[CH:13]=[CH:12][CH:11]=[CH:10][CH:9]=2)[C:1]2[CH:6]=[CH:5][CH:4]=[CH:3][CH:2]=2)[N:31]=[N:30][N:29]=1. The catalyst class is: 2. (5) Reactant: O[C:2]1[C:7]([C:8]#[N:9])=[C:6]([C:10]2[CH:15]=[CH:14][CH:13]=[C:12]([N+:16]([O-:18])=[O:17])[CH:11]=2)[N:5]=[C:4]([S:19][CH3:20])[N:3]=1.O=P(Cl)(Cl)[Cl:23]. Product: [Cl:23][C:2]1[C:7]([C:8]#[N:9])=[C:6]([C:10]2[CH:15]=[CH:14][CH:13]=[C:12]([N+:16]([O-:18])=[O:17])[CH:11]=2)[N:5]=[C:4]([S:19][CH3:20])[N:3]=1. The catalyst class is: 12. (6) The catalyst class is: 1. Reactant: [O:1]=[C:2]1[N:10]([CH2:11][CH2:12][CH3:13])[C:9]2[N:8]=[C:7]([C:14]34[CH2:21][CH2:20][C:17]([C:22](O)=[O:23])([CH2:18][CH2:19]3)[CH2:16][CH2:15]4)[NH:6][C:5]=2[C:4](=[O:25])[N:3]1[CH2:26][CH2:27][CH3:28].B. Product: [OH:23][CH2:22][C:17]12[CH2:18][CH2:19][C:14]([C:7]3[NH:6][C:5]4[C:4](=[O:25])[N:3]([CH2:26][CH2:27][CH3:28])[C:2](=[O:1])[N:10]([CH2:11][CH2:12][CH3:13])[C:9]=4[N:8]=3)([CH2:21][CH2:20]1)[CH2:15][CH2:16]2.